From a dataset of Reaction yield outcomes from USPTO patents with 853,638 reactions. Predict the reaction yield, written as a fraction of the theoretical maximum amount of product (1.0 means a 100% yield; for example, 0.34 means a 34% yield). (1) The reactants are CC1C=C(C)C=C(C)C=1S([O-])(=O)=O.[NH2:14][N:15]1[C:20]([CH3:21])=[CH:19][C:18]([CH3:22])=[N:17][C:16]1=[NH2+:23].[OH-].[Na+].CO[C:28](=O)[CH2:29][Cl:30]. The catalyst is CCO. The product is [Cl:30][CH2:29][C:28]1[N:23]=[C:16]2[N:17]=[C:18]([CH3:22])[CH:19]=[C:20]([CH3:21])[N:15]2[N:14]=1. The yield is 0.0900. (2) The catalyst is CC1OCCC1.[Cl-].[Na+].O.O. The reactants are [Br:1][C:2]1[CH:10]=[C:9]2[C:5]([CH2:6][C:7]3([CH2:16][CH2:15][CH:14]([OH:17])[CH2:13][CH2:12]3)[C:8]2=[O:11])=[CH:4][CH:3]=1.[CH3:18][C:19]1C(N)=NC2(C3C(=CC=C(N)C=3)OCC2)N=1.C(I)C.CC([O-])(C)C.[K+]. The product is [Br:1][C:2]1[CH:10]=[C:9]2[C:5]([CH2:6][C:7]3([CH2:16][CH2:15][CH:14]([O:17][CH2:18][CH3:19])[CH2:13][CH2:12]3)[C:8]2=[O:11])=[CH:4][CH:3]=1. The yield is 0.360. (3) The reactants are C(OC([N:8]1[CH2:36][CH2:35][C:11]2([C:15](=[O:16])[N:14]([C:17]3[C:18]([CH3:34])=[N:19][C:20]([N:23]4[CH2:27][CH2:26][C@@H:25]([N:28]5[CH2:32][CH2:31][CH2:30][C@@H:29]5[CH3:33])[CH2:24]4)=[CH:21][CH:22]=3)[CH2:13][CH2:12]2)[CH2:10][CH2:9]1)=O)(C)(C)C.[ClH:37]. The catalyst is CO.CCO. The product is [ClH:37].[CH3:34][C:18]1[C:17]([N:14]2[CH2:13][CH2:12][C:11]3([CH2:35][CH2:36][NH:8][CH2:9][CH2:10]3)[C:15]2=[O:16])=[CH:22][CH:21]=[C:20]([N:23]2[CH2:27][CH2:26][C@@H:25]([N:28]3[CH2:32][CH2:31][CH2:30][C@@H:29]3[CH3:33])[CH2:24]2)[N:19]=1. The yield is 0.970. (4) The catalyst is C(O)C.O.[Fe]. The yield is 0.670. The reactants are [N+:1]([C:4]1[CH:5]=[C:6]([C:10]2[CH:15]=[CH:14][CH:13]=[C:12]([C:16]([O:18][CH3:19])=[O:17])[CH:11]=2)[CH:7]=[CH:8][CH:9]=1)([O-])=O.C(O)(=O)C. The product is [NH2:1][C:4]1[CH:5]=[C:6]([C:10]2[CH:15]=[CH:14][CH:13]=[C:12]([C:16]([O:18][CH3:19])=[O:17])[CH:11]=2)[CH:7]=[CH:8][CH:9]=1. (5) The reactants are [CH:1]1([C:7]2([CH3:14])[C:11](=[O:12])[NH:10][N:9]=[C:8]2[CH3:13])[CH2:6][CH2:5][CH2:4][CH2:3][CH2:2]1.Cl[CH2:16][C:17]([C:19]1[NH:20][CH:21]=[CH:22][CH:23]=1)=[O:18]. No catalyst specified. The product is [CH:1]1([C:7]2([CH3:14])[C:11](=[O:12])[N:10]([CH2:16][C:17](=[O:18])[C:19]3[NH:20][CH:21]=[CH:22][CH:23]=3)[N:9]=[C:8]2[CH3:13])[CH2:2][CH2:3][CH2:4][CH2:5][CH2:6]1. The yield is 0.170.